From a dataset of Reaction yield outcomes from USPTO patents with 853,638 reactions. Predict the reaction yield, written as a fraction of the theoretical maximum amount of product (1.0 means a 100% yield; for example, 0.34 means a 34% yield). (1) The catalyst is CO.[Fe]. The reactants are COC1C=CC=C2C=1N=C(N)N=C2.[CH3:14][O:15][C:16]1[C:17]([N+:24]([O-])=O)=[C:18]([CH:21]=[CH:22][CH:23]=1)[CH:19]=[O:20].[NH4+].[Cl-]. The yield is 0.310. The product is [NH2:24][C:17]1[C:16]([O:15][CH3:14])=[CH:23][CH:22]=[CH:21][C:18]=1[CH:19]=[O:20]. (2) The product is [CH3:12][P:2]([C:3]1[CH:8]=[CH:7][C:6]([NH2:9])=[CH:5][CH:4]=1)([CH3:1])=[O:13]. The reactants are [CH3:1][P:2](=[O:13])([CH3:12])[C:3]1[CH:8]=[CH:7][C:6]([N+:9]([O-])=O)=[CH:5][CH:4]=1. The catalyst is CO.[Pd]. The yield is 0.860. (3) The reactants are C(O[C:6]([C:8]1[CH:13]=[C:12]([NH2:14])[CH:11]=[C:10]([C:15]([O:17]CCCC)=O)[CH:9]=1)=[O:7])CCC.[CH3:22][O-:23].[Na+].[NH2:25][CH:26]([CH2:29][OH:30])[CH2:27][OH:28]. The catalyst is CO. The product is [NH2:14][C:12]1[CH:13]=[C:8]([C:6]([NH:25][CH:26]([CH2:27][OH:28])[CH2:22][OH:23])=[O:7])[CH:9]=[C:10]([C:15]([NH:25][CH:26]([CH2:29][OH:30])[CH2:27][OH:28])=[O:17])[CH:11]=1. The yield is 0.950. (4) The reactants are [C:1]1([CH2:7][CH2:8][C:9]2[N:14]=[C:13]([O:15][C:16]3[C:21]([CH3:22])=[CH:20][C:19]([CH3:23])=[CH:18][C:17]=3[CH3:24])[C:12]([C:25]([O:27]C)=[O:26])=[CH:11][CH:10]=2)[CH:6]=[CH:5][CH:4]=[CH:3][CH:2]=1.[OH-].[Na+]. The catalyst is CO. The product is [CH2:8]([C:9]1[N:14]=[C:13]([O:15][C:16]2[C:21]([CH3:22])=[CH:20][C:19]([CH3:23])=[CH:18][C:17]=2[CH3:24])[C:12]([C:25]([OH:27])=[O:26])=[CH:11][CH:10]=1)[CH2:7][C:1]1[CH:2]=[CH:3][CH:4]=[CH:5][CH:6]=1. The yield is 0.360. (5) The product is [CH3:9][C@@H:8]([C:10]1[CH:11]=[C:12]([C:20]([F:21])([F:22])[F:23])[CH:13]=[C:14]([C:16]([F:17])([F:19])[F:18])[CH:15]=1)[C:7]([OH:4])=[O:3]. The catalyst is O1CCCC1.O. The reactants are OO.[OH2:3].[OH-:4].[Li+].O=[C:7](N1[C@@H](CC2C=CC=CC=2)COC1=O)[C@H:8]([C:10]1[CH:15]=[C:14]([C:16]([F:19])([F:18])[F:17])[CH:13]=[C:12]([C:20]([F:23])([F:22])[F:21])[CH:11]=1)[CH3:9].S(=O)(O)[O-].[Na+].C1(NC2CCCCC2)CCCCC1. The yield is 0.530. (6) The reactants are C[Si](Cl)(C)C.Br[CH2:7][C:8]([O:10][C:11]([CH3:14])([CH3:13])[CH3:12])=[O:9].[OH:15][C@@H:16]1[CH2:21][O:20][C:18](=[O:19])[CH2:17]1.[OH-].[Na+]. The catalyst is O1CCCC1.O.[Zn]. The product is [C:11]([O:10][C:8](=[O:9])[CH2:7][C:18](=[O:19])[CH2:17][C@H:16]([OH:15])[CH2:21][OH:20])([CH3:14])([CH3:13])[CH3:12]. The yield is 0.290. (7) The reactants are C(N(S(F)(F)[F:7])CC)C.[C:10]([O:14][C:15]([N:17]1[CH2:21][C@H:20](O)[CH2:19][C@@H:18]1[CH2:23][C:24]1[C:32]2[C:27](=[CH:28][CH:29]=[CH:30][CH:31]=2)[NH:26][C:25]=1[CH3:33])=[O:16])([CH3:13])([CH3:12])[CH3:11]. The catalyst is C(OCC)(=O)C. The product is [C:10]([O:14][C:15]([N:17]1[CH2:21][CH:20]([F:7])[CH2:19][C@@H:18]1[CH2:23][C:24]1[C:32]2[C:27](=[CH:28][CH:29]=[CH:30][CH:31]=2)[NH:26][C:25]=1[CH3:33])=[O:16])([CH3:13])([CH3:12])[CH3:11]. The yield is 0.180.